This data is from Experimentally validated miRNA-target interactions with 360,000+ pairs, plus equal number of negative samples. The task is: Binary Classification. Given a miRNA mature sequence and a target amino acid sequence, predict their likelihood of interaction. (1) The miRNA is hsa-miR-578 with sequence CUUCUUGUGCUCUAGGAUUGU. The protein sequence of the target gene is MGKRLDQPQMYPQYTYYYPHYLQTKQSYAPAPHPMAPPSPSTNSSSNNSSNNSSGEQLSKTNLYIRGLPPGTTDQDLIKLCQPYGKIVSTKAILDKNTNQCKGYGFVDFDSPAAAQKAVASLKANGVQAQMAKQQEQDPTNLYISNLPISMDEQELENMLKPFGHVISTRILRDANGVSRGVGFARMESTEKCEVVIQHFNGKYLKTPPGIPAPSEPLLCKFADGGQKKRQNQSKYTQNGRPWPREGEAGMALTYDPTAAIQNGFYSSPYSIATNRMIPQTSITPFIAASPVSTYQVQST.... Result: 1 (interaction). (2) The miRNA is hsa-miR-6778-5p with sequence AGUGGGAGGACAGGAGGCAGGU. The protein sequence of the target gene is MWPQPRLPPHPAMSEKTQQGKLAAAKKKLKAYWQRKSPGIPAGANRKKKINGSSPDTFTSGGYHSPGDSATGIYGEGRASSTTLQDLESQYQELAVALDSSSAIISQLTENINSLVRTSKEEKKHEIHLVQKLGRSLFKLKNQTAEPLAPQPPAGPSKMEQLQDETNHLRKELESVGRQLQAEVENNQMLSLLNRRQEERLREQEERLREQEERLCEQEERLCEQEERLREQEERLCEQEKLPGQERLLEEVEKLLEQERRQEEQERLLERERLLDEVEELLEQERLRQQDERLWQQETL.... Result: 0 (no interaction). (3) The miRNA is hsa-miR-302b-3p with sequence UAAGUGCUUCCAUGUUUUAGUAG. The protein sequence of the target gene is MFTLLVLLSQLPTVTLGFPHCARGPKASKHAGEEVFTSKEEANFFIHRRLLYNRFDLELFTPGNLERECNEELCNYEEAREIFVDEDKTIAFWQEYSAKGPTTKSDGNREKIDVMGLLTGLIAAGVFLVIFGLLGYYLCITKCNRLQHPCSSAVYERGRHTPSIIFRRPEEAALSPLPPSVEDAGLPSYEQAVALTRKHSVSPPPPYPGHTKGFRVFKKSMSLPSH. Result: 1 (interaction). (4) The miRNA is hsa-miR-4793-5p with sequence ACAUCCUGCUCCACAGGGCAGAGG. The protein sequence of the target gene is MAEAPPVSGTFKFNTDAAEFIPQERKTSGLNCGTQRRLDSSRIGRRNYSSSPPCHLPRHIPYEDISAVHQHSYASGSKPKSPQGFFQSSNKSLKNHGLQNQPWQKARNEKHQNRNKKAQGLSEQTSDTSSLESVARSESGTNPREHSPSESEKEVVIADPRGAKPKKAAQLTYNYGRGPKAKGRLRSEWGNRMSPKSEDENTRPVAISHTDSSDASCRKPVVDPCVCRRNEQRRYPQKRPPWEVEGARPRPGRNPPKQESQRHINAGPKTNMSPIPKDNLRERPTKSACDTGNLAVVSKS.... Result: 0 (no interaction). (5) Result: 0 (no interaction). The miRNA is hsa-miR-1915-3p with sequence CCCCAGGGCGACGCGGCGGG. The protein sequence of the target gene is MPPPQKIPSVRPFKQRKSLAIRQEEVAGIRAKFPNKIPVVVERYPRETFLPPLDKTKFLVPQELTMTQFLSIIRSRMVLRATEAFYLLVNNKSLVSMSATMAEIYRDYKDEDGFVYMTYASQETFGCLESAAPRDGSSLEDRPCNPL. (6) The miRNA is hsa-miR-6073 with sequence GGUAGUGAGUUAUCAGCUAC. The protein sequence of the target gene is MGGCMHSTQDKSLHLEGDPNPSAAPTSTCAPRKMPKRISISKQLASVKALRKCSDLEKAIATTALIFRNSSDSDGKLEKAIAKDLLQTQFRNFAEGQETKPKYREILSELDEHTENKLDFEDFMILLLSITVMSDLLQNIRNVKIMK. Result: 1 (interaction). (7) The miRNA is bta-miR-150 with sequence UCUCCCAACCCUUGUACCAGUGU. The protein sequence of the target gene is MAGSEQQRPRRRDDGDSDAAAAAAAPLQDAELALAGINMLLNNGFRESDQLFKQYRNHSPLMSFGASFVSFLNAMMTFEEEKMQLACDDLKTTEKLCESEEAGVIETIKNKIKKNVDVRKSAPSMVDRLQRQIIIADCQVYLAVLSFVKQELSAYIKGGWILRKAWKIYNKCYLDINALQELYQKKLTEESLTSDAANDNHIVAEGVSEESLNRLKGAVSFGYGLFHLCISMVPPNLLKIINLLGFPGDRLQGLSSLMYASESKDMKAPLATLALLWYHTVVRPFFALDGSDNKAGLDEA.... Result: 0 (no interaction).